Predict the reactants needed to synthesize the given product. From a dataset of Full USPTO retrosynthesis dataset with 1.9M reactions from patents (1976-2016). (1) Given the product [CH:33]([C@H:30]1[C@@H:21]2[C@@H:22]3[C@@:17]([CH3:46])([CH2:18][CH2:19][C@@:20]2([C:36]([OH:38])=[O:37])[CH2:32][CH2:31]1)[C@@:16]1([CH3:47])[C@@H:25]([C@:26]2([CH3:29])[C@@H:13]([CH2:14][CH2:15]1)[C:12]([CH3:49])([CH3:48])[C@@H:11]([C:8]1[CH:7]=[CH:6][C:5]([C:3]([O:2][CH3:1])=[O:4])=[CH:10][CH:9]=1)[CH2:28][CH2:27]2)[CH2:24][CH2:23]3)([CH3:35])[CH3:34], predict the reactants needed to synthesize it. The reactants are: [CH3:1][O:2][C:3]([C:5]1[CH:10]=[CH:9][C:8]([C:11]2[C:12]([CH3:49])([CH3:48])[C@H:13]3[C@:26]([CH3:29])([CH2:27][CH:28]=2)[C@@H:25]2[C@:16]([CH3:47])([C@@:17]4([CH3:46])[C@H:22]([CH2:23][CH2:24]2)[C@H:21]2[C@H:30]([C:33]([CH3:35])=[CH2:34])[CH2:31][CH2:32][C@:20]2([C:36]([O:38]CC2C=CC=CC=2)=[O:37])[CH2:19][CH2:18]4)[CH2:15][CH2:14]3)=[CH:7][CH:6]=1)=[O:4]. (2) The reactants are: [CH2:1]([O:3][C:4]([N:6]1[CH:10]=[C:9]([C:11]2[CH:16]=[CH:15][C:14]([S:17]([CH3:20])(=[O:19])=[O:18])=[CH:13][CH:12]=2)[N:8]([CH2:21][C:22]2[CH:27]=[CH:26][C:25]([C:28]([F:34])([F:33])[P:29]([OH:32])([OH:31])=[O:30])=[C:24]([Br:35])[CH:23]=2)[C:7]1=[O:36])=[O:5])[CH3:2].[C:37](=[O:46])([O:42][CH:43]([CH3:45])[CH3:44])[O:38][CH:39](Cl)[CH3:40]. Given the product [CH2:1]([O:3][C:4]([N:6]1[CH:10]=[C:9]([C:11]2[CH:12]=[CH:13][C:14]([S:17]([CH3:20])(=[O:19])=[O:18])=[CH:15][CH:16]=2)[N:8]([CH2:21][C:22]2[CH:27]=[CH:26][C:25]([C:28]([F:33])([F:34])[P:29]([OH:31])([O:32][CH:39]([O:38][C:37]([O:42][CH:43]([CH3:45])[CH3:44])=[O:46])[CH3:40])=[O:30])=[C:24]([Br:35])[CH:23]=2)[C:7]1=[O:36])=[O:5])[CH3:2], predict the reactants needed to synthesize it. (3) Given the product [F:22][C:23]([F:31])([F:32])[C:24]1[CH:30]=[CH:29][CH:28]=[CH:27][C:25]=1[NH:26][C:19]([C:17]1[CH:16]=[CH:15][C:13]2[NH:14][C:10]([NH:9][C:3]3[C:4]([Cl:8])=[CH:5][CH:6]=[CH:7][C:2]=3[Cl:1])=[N:11][C:12]=2[CH:18]=1)=[O:20], predict the reactants needed to synthesize it. The reactants are: [Cl:1][C:2]1[CH:7]=[CH:6][CH:5]=[C:4]([Cl:8])[C:3]=1[NH:9][C:10]1[NH:14][C:13]2[CH:15]=[CH:16][C:17]([C:19](O)=[O:20])=[CH:18][C:12]=2[N:11]=1.[F:22][C:23]([F:32])([F:31])[C:24]1[CH:30]=[CH:29][CH:28]=[CH:27][C:25]=1[NH2:26]. (4) Given the product [ClH:23].[ClH:23].[ClH:23].[CH:1]1([N:4]2[CH2:5][CH2:6][CH:7]([N:10]3[CH2:14][CH2:13][C@H:12]([NH2:15])[CH2:11]3)[CH2:8][CH2:9]2)[CH2:3][CH2:2]1, predict the reactants needed to synthesize it. The reactants are: [CH:1]1([N:4]2[CH2:9][CH2:8][CH:7]([N:10]3[CH2:14][CH2:13][C@H:12]([NH:15]C(=O)OC(C)(C)C)[CH2:11]3)[CH2:6][CH2:5]2)[CH2:3][CH2:2]1.[ClH:23].